From a dataset of Full USPTO retrosynthesis dataset with 1.9M reactions from patents (1976-2016). Predict the reactants needed to synthesize the given product. (1) Given the product [Cl:8][C:7]1[CH:6]=[CH:5][C:4]([S:9]([OH:12])(=[O:11])=[O:10])=[CH:3][C:2]=1[S:19][CH3:18], predict the reactants needed to synthesize it. The reactants are: N[C:2]1[CH:3]=[C:4]([S:9]([OH:12])(=[O:11])=[O:10])[CH:5]=[CH:6][C:7]=1[Cl:8].Cl.N([O-])=O.[Na+].[CH3:18][S:19]SC. (2) Given the product [CH3:28][C:23]1([CH3:27])[CH2:24][C:25](=[O:26])[N:20]([C:17]2[CH:18]=[N:19][C:14]([O:13][C:9](=[O:10])[N:8]([C:5]3[CH:6]=[CH:7][C:2]([Br:1])=[CH:3][CH:4]=3)[CH3:12])=[CH:15][CH:16]=2)[C:21](=[O:29])[CH2:22]1, predict the reactants needed to synthesize it. The reactants are: [Br:1][C:2]1[CH:7]=[CH:6][C:5]([N:8]([CH3:12])[C:9](Cl)=[O:10])=[CH:4][CH:3]=1.[OH:13][C:14]1[N:19]=[CH:18][C:17]([N:20]2[C:25](=[O:26])[CH2:24][C:23]([CH3:28])([CH3:27])[CH2:22][C:21]2=[O:29])=[CH:16][CH:15]=1.N12CCN(CC1)CC2. (3) Given the product [CH2:15]([O:14][C:10]1[C:6]2[B:7]([OH:9])[O:8][CH:4]([CH2:3][NH:2][C:24](=[O:25])[O:26][C:27]([CH3:30])([CH3:29])[CH3:28])[C:5]=2[CH:13]=[CH:12][CH:11]=1)[CH3:16], predict the reactants needed to synthesize it. The reactants are: Cl.[NH2:2][CH2:3][CH:4]1[O:8][B:7]([OH:9])[C:6]2[C:10]([O:14][CH2:15][CH3:16])=[CH:11][CH:12]=[CH:13][C:5]1=2.C(N(CC)CC)C.[C:24](O[C:24]([O:26][C:27]([CH3:30])([CH3:29])[CH3:28])=[O:25])([O:26][C:27]([CH3:30])([CH3:29])[CH3:28])=[O:25]. (4) Given the product [OH:17][C:15]1[C:16]2[C:8]([C:5]3[CH:6]=[CH:7][C:2]([C:35]4[CH:39]=[CH:38][NH:37][N:36]=4)=[CH:3][CH:4]=3)=[CH:9][S:10][C:11]=2[NH:12][C:13](=[O:20])[C:14]=1[C:18]#[N:19], predict the reactants needed to synthesize it. The reactants are: I[C:2]1[CH:7]=[CH:6][C:5]([C:8]2[C:16]3[C:15]([OH:17])=[C:14]([C:18]#[N:19])[C:13](=[O:20])[NH:12][C:11]=3[S:10][CH:9]=2)=[CH:4][CH:3]=1.C([O-])([O-])=O.[Cs+].[Cs+].CC1(C)C(C)(C)OB([C:35]2[CH:39]=[CH:38][NH:37][N:36]=2)O1. (5) Given the product [C:1]([O:5][C:6](=[O:20])[CH2:7][O:8][CH2:9]/[CH:10]=[CH:11]\[CH2:12][OH:13])([CH3:4])([CH3:2])[CH3:3], predict the reactants needed to synthesize it. The reactants are: [C:1]([O:5][C:6](=[O:20])[CH2:7][O:8][CH2:9]/[CH:10]=[CH:11]\[CH2:12][O:13]C1CCCCO1)([CH3:4])([CH3:3])[CH3:2].C1(C)C=CC(S([O-])(=O)=O)=CC=1.[NH+]1C=CC=CC=1. (6) Given the product [N:17](/[C:16](=[CH:2]\[C:4]1[CH:5]=[N:6][CH:7]=[C:8]([O:10][CH3:11])[CH:9]=1)/[C:15]([O:14][CH2:12][CH3:13])=[O:20])=[N+:18]=[N-:19], predict the reactants needed to synthesize it. The reactants are: [Na].[CH:2]([C:4]1[CH:5]=[N:6][CH:7]=[C:8]([O:10][CH3:11])[CH:9]=1)=O.[CH2:12]([O:14][C:15](=[O:20])[CH2:16][N:17]=[N+:18]=[N-:19])[CH3:13].[NH4+].[Cl-]. (7) Given the product [C:5]([C:4]1[C:3]([N+:10]([O-:12])=[O:11])=[C:2]([CH:9]=[CH:8][CH:7]=1)[NH:13][C:14]1[CH:19]=[CH:18][C:17]([CH2:20][CH2:21][OH:22])=[CH:16][CH:15]=1)#[N:6], predict the reactants needed to synthesize it. The reactants are: Cl[C:2]1[C:3]([N+:10]([O-:12])=[O:11])=[C:4]([CH:7]=[CH:8][CH:9]=1)[C:5]#[N:6].[NH2:13][C:14]1[CH:19]=[CH:18][C:17]([CH2:20][CH2:21][OH:22])=[CH:16][CH:15]=1.